The task is: Binary Classification. Given a T-cell receptor sequence (or CDR3 region) and an epitope sequence, predict whether binding occurs between them.. This data is from TCR-epitope binding with 47,182 pairs between 192 epitopes and 23,139 TCRs. (1) The epitope is TLVPQEHYV. The TCR CDR3 sequence is CSVEDLLRNWRNIQYF. Result: 1 (the TCR binds to the epitope). (2) The TCR CDR3 sequence is CSASIGGLAGYWDTDTQYF. Result: 1 (the TCR binds to the epitope). The epitope is YLDAYNMMI. (3) The epitope is TPQDLNTML. The TCR CDR3 sequence is CASSDLGQGRMNTEAFF. Result: 0 (the TCR does not bind to the epitope). (4) The TCR CDR3 sequence is CASSPEDGYTF. The epitope is VLQAVGACV. Result: 0 (the TCR does not bind to the epitope). (5) The epitope is FLNRFTTTL. The TCR CDR3 sequence is CASSELEGSFNEQFF. Result: 0 (the TCR does not bind to the epitope). (6) The epitope is RLRAEAQVK. The TCR CDR3 sequence is CASSLSTDTQYF. Result: 1 (the TCR binds to the epitope).